Dataset: Full USPTO retrosynthesis dataset with 1.9M reactions from patents (1976-2016). Task: Predict the reactants needed to synthesize the given product. (1) Given the product [CH3:22][C:21]1[C:16]([N:13]2[CH2:14][CH2:15][N:10]([C:8]([C:5]3[CH:6]=[CH:7][C:2]([N:34]4[CH2:38][CH2:37][NH:36][C:35]4=[O:39])=[CH:3][C:4]=3[N:24]3[CH2:28][CH2:27][CH2:26][S:25]3(=[O:30])=[O:29])=[O:9])[CH2:11][CH2:12]2)=[N:17][CH:18]=[C:19]([CH3:23])[CH:20]=1, predict the reactants needed to synthesize it. The reactants are: Br[C:2]1[CH:7]=[CH:6][C:5]([C:8]([N:10]2[CH2:15][CH2:14][N:13]([C:16]3[C:21]([CH3:22])=[CH:20][C:19]([CH3:23])=[CH:18][N:17]=3)[CH2:12][CH2:11]2)=[O:9])=[C:4]([N:24]2[CH2:28][CH2:27][CH2:26][S:25]2(=[O:30])=[O:29])[CH:3]=1.C([N:34]1[CH2:38][CH2:37][NH:36][C:35]1=[O:39])(=O)C. (2) Given the product [CH3:12][O:10][C:9]([C:5]1[C:4]([N+:1]([O-:3])=[O:2])=[CH:8][NH:7][N:6]=1)=[O:11], predict the reactants needed to synthesize it. The reactants are: [N+:1]([C:4]1[C:5]([C:9]([OH:11])=[O:10])=[N:6][NH:7][CH:8]=1)([O-:3])=[O:2].[CH3:12]O.S(Cl)(Cl)=O.